This data is from Forward reaction prediction with 1.9M reactions from USPTO patents (1976-2016). The task is: Predict the product of the given reaction. (1) Given the reactants [CH2:1]([N:4]=[C:5]([C:7]1[C:24]2=[C:25]3[C:14]([C:15]4[C:26]5[C:19](=[CH:20][CH:21]=[CH:22][C:23]2=5)[CH:18]=[CH:17][CH:16]=4)=[CH:13][CH:12]=[C:11]([C:27]([OH:29])=[O:28])[C:10]3=[C:9]([C:30]([OH:32])=[O:31])[C:8]=1[C:33](=[N:35][CH2:36][CH:37]=[CH2:38])[OH:34])[OH:6])[CH:2]=[CH2:3].[CH3:39][Si:40]([CH3:50])([CH3:49])[O:41][Si:42]([CH3:48])([CH3:47])[O:43][SiH:44]([CH3:46])[CH3:45], predict the reaction product. The product is: [CH3:39][Si:40]([CH3:49])([CH3:50])[O:41][Si:42]([CH3:48])([CH3:47])[O:43][Si:44]([CH2:3][CH2:2][CH2:1][N:4]=[C:5]([C:7]1[C:24]2=[C:25]3[C:14]([C:15]4[C:26]5[C:19](=[CH:20][CH:21]=[CH:22][C:23]2=5)[CH:18]=[CH:17][CH:16]=4)=[CH:13][CH:12]=[C:11]([C:27]([OH:29])=[O:28])[C:10]3=[C:9]([C:30]([OH:32])=[O:31])[C:8]=1[C:33](=[N:35][CH2:36][CH2:37][CH2:38][Si:44]([CH3:46])([CH3:45])[O:43][Si:42]([CH3:48])([CH3:47])[O:41][Si:40]([CH3:50])([CH3:49])[CH3:39])[OH:34])[OH:6])([CH3:45])[CH3:46]. (2) Given the reactants [NH2:1][CH2:2][C@H:3]1[N:8]([C:9]([C:11]2[N:12]=[C:13]([CH3:23])[S:14][C:15]=2[C:16]2[CH:17]=[C:18]([CH3:22])[CH:19]=[CH:20][CH:21]=2)=[O:10])[CH2:7][C@H:6]2[C@@H:4]1[CH2:5]2.[CH3:24][N:25]1[C:29]([C:30](O)=[O:31])=[CH:28][C:27]([CH3:33])=[N:26]1, predict the reaction product. The product is: [CH3:23][C:13]1[S:14][C:15]([C:16]2[CH:17]=[C:18]([CH3:22])[CH:19]=[CH:20][CH:21]=2)=[C:11]([C:9]([N:8]2[CH2:7][C@H:6]3[C@H:4]([CH2:5]3)[C@H:3]2[CH2:2][NH:1][C:30]([C:29]2[N:25]([CH3:24])[N:26]=[C:27]([CH3:33])[CH:28]=2)=[O:31])=[O:10])[N:12]=1. (3) Given the reactants Br[C:2]1[C:3]([CH2:8][N:9]2[C:14](=[O:15])[C:13]3([CH2:20][CH2:19][N:18]([C:21]4[N:26]=[C:25]([CH3:27])[CH:24]=[C:23]([CH3:28])[N:22]=4)[CH2:17][CH2:16]3)[N:12](C(OC(C)(C)C)=O)[CH2:11][CH2:10]2)=[N:4][N:5]([CH3:7])[CH:6]=1.[C:36]1(B(O)O)[CH:41]=[CH:40][CH:39]=[CH:38][CH:37]=1.[O-]P([O-])([O-])=O.[K+].[K+].[K+].COC1C=CC=C(OC)C=1C1C=CC=CC=1P(C1CCCCC1)C1CCCCC1.C(O)(C(F)(F)F)=O, predict the reaction product. The product is: [CH3:27][C:25]1[CH:24]=[C:23]([CH3:28])[N:22]=[C:21]([N:18]2[CH2:19][CH2:20][C:13]3([NH:12][CH2:11][CH2:10][N:9]([CH2:8][C:3]4[C:2]([C:36]5[CH:41]=[CH:40][CH:39]=[CH:38][CH:37]=5)=[CH:6][N:5]([CH3:7])[N:4]=4)[C:14]3=[O:15])[CH2:16][CH2:17]2)[N:26]=1. (4) The product is: [CH2:14]([O:16][C:17]1[CH:24]=[CH:23][C:22]([CH:9]=[CH:8][C:7]([OH:13])=[O:12])=[CH:21][CH:18]=1)[CH3:15]. Given the reactants N1CCCCC1.[C:7]([OH:13])(=[O:12])[CH2:8][C:9](O)=O.[CH2:14]([O:16][C:17]1[CH:24]=[CH:23][CH:22]=[CH:21][C:18]=1C=O)[CH3:15].C(=O)=O, predict the reaction product. (5) Given the reactants [C:1]([C:4]1[CH:9]=[CH:8][CH:7]=[CH:6][C:5]=1[S:10][C:11]1[CH:20]=[CH:19][C:18]2[C:13](=[CH:14][CH:15]=[CH:16][CH:17]=2)[C:12]=1[C:21](O)=[O:22])(O)=[O:2].S(C1C=CC=CC=1C(OC)=O)C1C=CC=CC=1C(OC)=O, predict the reaction product. The product is: [OH:22][CH2:21][C:12]1[C:13]2[C:18](=[CH:17][CH:16]=[CH:15][CH:14]=2)[CH:19]=[CH:20][C:11]=1[S:10][C:5]1[CH:6]=[CH:7][CH:8]=[CH:9][C:4]=1[CH2:1][OH:2]. (6) The product is: [N:16]([CH2:2][CH:3]([C:9]1[CH:14]=[CH:13][CH:12]=[C:11]([Br:15])[CH:10]=1)[OH:4])=[N+:17]=[N-:18]. Given the reactants Br[CH2:2][CH:3]([C:9]1[CH:14]=[CH:13][CH:12]=[C:11]([Br:15])[CH:10]=1)[O:4][Si](C)(C)C.[N-:16]=[N+:17]=[N-:18].[Na+], predict the reaction product.